Predict the reactants needed to synthesize the given product. From a dataset of Full USPTO retrosynthesis dataset with 1.9M reactions from patents (1976-2016). Given the product [Br:1][CH2:2][C:3]1[CH:11]=[CH:10][C:6]([C:7]([O:9][C:18]2[C:17]([F:20])=[C:16]([F:21])[C:15]([F:22])=[C:14]([F:23])[C:13]=2[F:12])=[O:8])=[CH:5][CH:4]=1, predict the reactants needed to synthesize it. The reactants are: [Br:1][CH2:2][C:3]1[CH:11]=[CH:10][C:6]([C:7]([OH:9])=[O:8])=[CH:5][CH:4]=1.[F:12][C:13]1[C:18](O)=[C:17]([F:20])[C:16]([F:21])=[C:15]([F:22])[C:14]=1[F:23].C1(N=C=NC2CCCCC2)CCCCC1.